This data is from Forward reaction prediction with 1.9M reactions from USPTO patents (1976-2016). The task is: Predict the product of the given reaction. (1) Given the reactants ClC1C=CC(C(=C2CCN(S(C3C(C)=NNC=3C)(=O)=O)CC2)C(OC)=O)=CC=1.[CH3:29][N:30]1[C:34]([CH3:35])=[C:33]([S:36](Cl)(=[O:38])=[O:37])[C:32]([C:40]([F:43])([F:42])[F:41])=[N:31]1.Cl.[Cl:45][C:46]1[CH:51]=[CH:50][C:49]([C:52](=[C:55]2[CH2:60][CH2:59][NH:58][CH2:57][CH2:56]2)[C:53]#[N:54])=[CH:48][CH:47]=1, predict the reaction product. The product is: [Cl:45][C:46]1[CH:51]=[CH:50][C:49]([C:52](=[C:55]2[CH2:60][CH2:59][N:58]([S:36]([C:33]3[C:32]([C:40]([F:43])([F:42])[F:41])=[N:31][N:30]([CH3:29])[C:34]=3[CH3:35])(=[O:38])=[O:37])[CH2:57][CH2:56]2)[C:53]#[N:54])=[CH:48][CH:47]=1. (2) Given the reactants [C:1]([O:5][C:6](=[O:24])[NH:7][CH:8]1[CH2:13][CH2:12][N:11]([C:14]2[CH:19]=[C:18](F)[C:17]([C:21]#[N:22])=[C:16]([F:23])[CH:15]=2)[CH2:10][CH2:9]1)([CH3:4])([CH3:3])[CH3:2].[OH:25][CH2:26][CH2:27][N:28]1[CH2:33][CH2:32][O:31][CH2:30][CH2:29]1.C[Si]([N-][Si](C)(C)C)(C)C.[Na+], predict the reaction product. The product is: [C:1]([O:5][C:6](=[O:24])[NH:7][CH:8]1[CH2:9][CH2:10][N:11]([C:14]2[CH:19]=[C:18]([O:25][CH2:26][CH2:27][N:28]3[CH2:33][CH2:32][O:31][CH2:30][CH2:29]3)[C:17]([C:21]#[N:22])=[C:16]([F:23])[CH:15]=2)[CH2:12][CH2:13]1)([CH3:2])([CH3:4])[CH3:3]. (3) The product is: [OH:15][C:12]1[CH:11]=[C:10]([C:16]2[N:17]=[C:18]([CH:21]([CH3:23])[CH3:22])[S:19][CH:20]=2)[N:9]=[C:8]2[C:7]3[C:2]([Br:1])=[C:3]([O:24][CH3:25])[CH:4]=[CH:5][C:6]=3[O:14][C:13]=12. Given the reactants [Br:1][C:2]1[C:7]2[C:8]3[NH:9][CH:10]([C:16]4[N:17]=[C:18]([CH:21]([CH3:23])[CH3:22])[S:19][CH:20]=4)[CH2:11][C:12](=[O:15])[C:13]=3[O:14][C:6]=2[CH:5]=[CH:4][C:3]=1[O:24][CH3:25].O, predict the reaction product. (4) Given the reactants [C:1](Cl)(=[O:10])[C:2]1[C:3]([O:8][CH3:9])=[CH:4][CH:5]=[CH:6][CH:7]=1.[CH3:12][O:13][C:14]1[CH:15]=[C:16]2[C:21](=[CH:22][C:23]=1[O:24][CH3:25])[N:20]=[CH:19][N:18]=[C:17]2[NH:26][C:27]1[S:28][C:29]2[CH:35]=[C:34]([NH2:36])[CH:33]=[CH:32][C:30]=2[N:31]=1, predict the reaction product. The product is: [CH3:12][O:13][C:14]1[CH:15]=[C:16]2[C:21](=[CH:22][C:23]=1[O:24][CH3:25])[N:20]=[CH:19][N:18]=[C:17]2[NH:26][C:27]1[S:28][C:29]2[CH:35]=[C:34]([NH:36][C:1](=[O:10])[C:2]3[CH:7]=[CH:6][CH:5]=[CH:4][C:3]=3[O:8][CH3:9])[CH:33]=[CH:32][C:30]=2[N:31]=1. (5) Given the reactants Cl[C:2]1[C:3]2[CH2:16][CH2:15][N:14]([C:17]3[CH:22]=[CH:21][N:20]=[CH:19][CH:18]=3)[C:4]=2[N:5]=[C:6]([N:8]2[CH2:13][CH2:12][O:11][CH2:10][CH2:9]2)[N:7]=1.[CH3:23][O:24][C:25]1[N:30]=[CH:29][C:28](B(O)O)=[CH:27][N:26]=1.B(O)O, predict the reaction product. The product is: [CH3:23][O:24][C:25]1[N:30]=[CH:29][C:28]([C:2]2[C:3]3[CH2:16][CH2:15][N:14]([C:17]4[CH:22]=[CH:21][N:20]=[CH:19][CH:18]=4)[C:4]=3[N:5]=[C:6]([N:8]3[CH2:13][CH2:12][O:11][CH2:10][CH2:9]3)[N:7]=2)=[CH:27][N:26]=1.